Dataset: Full USPTO retrosynthesis dataset with 1.9M reactions from patents (1976-2016). Task: Predict the reactants needed to synthesize the given product. (1) Given the product [C:1]([O:5][C:6](=[O:7])[NH:8][C:9]([C:10](=[O:12])[NH:21][CH2:20][O:18][CH3:19])([CH3:14])[CH3:13])([CH3:2])([CH3:3])[CH3:4], predict the reactants needed to synthesize it. The reactants are: [C:1]([O:5][C:6]([NH:8][C:9]([CH3:14])([CH3:13])[C:10]([OH:12])=O)=[O:7])([CH3:4])([CH3:3])[CH3:2].Cl.CN[O:18][CH3:19].[CH3:20][N:21]1CCOCC1.C1C=CC2N(O)N=NC=2C=1.CCN=C=NCCCN(C)C.Cl. (2) Given the product [ClH:27].[F:2][C:3]1[C:4]([NH:16][CH2:17][C@H:18]2[CH2:22][CH2:21][CH2:20][N:19]2[S:24]([CH3:23])(=[O:26])=[O:25])=[N:5][C:6]([NH:9][C:10]2[CH:11]=[N:12][N:13]([CH3:15])[CH:14]=2)=[N:7][CH:8]=1, predict the reactants needed to synthesize it. The reactants are: Cl.[F:2][C:3]1[C:4]([NH:16][CH2:17][C@H:18]2[CH2:22][CH2:21][CH2:20][NH:19]2)=[N:5][C:6]([NH:9][C:10]2[CH:11]=[N:12][N:13]([CH3:15])[CH:14]=2)=[N:7][CH:8]=1.[CH3:23][S:24]([Cl:27])(=[O:26])=[O:25].C(N(CC)CC)C. (3) Given the product [CH3:10][O:9][C:7]1[CH:6]=[C:5]([C:11]([C:13]2[CH:18]=[CH:17][C:16]([O:19][CH3:20])=[C:15]([N+:21]([O-:23])=[O:22])[CH:14]=2)=[O:12])[CH:4]=[C:3]([O:2][CH3:1])[CH:8]=1, predict the reactants needed to synthesize it. The reactants are: [CH3:1][O:2][C:3]1[CH:4]=[C:5]([CH:11]([C:13]2[CH:18]=[CH:17][C:16]([O:19][CH3:20])=[C:15]([N+:21]([O-:23])=[O:22])[CH:14]=2)[OH:12])[CH:6]=[C:7]([O:9][CH3:10])[CH:8]=1. (4) Given the product [CH3:26][O:25][N:24]([CH3:23])[C:19]([C:9]1[N:8]([C:5]2[CH:6]=[CH:7][C:2]([F:1])=[CH:3][CH:4]=2)[C:12]2[N:13]=[C:14]([S:17][CH3:18])[N:15]=[CH:16][C:11]=2[CH:10]=1)=[O:20], predict the reactants needed to synthesize it. The reactants are: [F:1][C:2]1[CH:7]=[CH:6][C:5]([N:8]2[C:12]3[N:13]=[C:14]([S:17][CH3:18])[N:15]=[CH:16][C:11]=3[CH:10]=[C:9]2[C:19](Cl)=[O:20])=[CH:4][CH:3]=1.Cl.[CH3:23][NH:24][O:25][CH3:26].C(N(CC)CC)C. (5) Given the product [CH2:1]([C:3]([C:19]1[CH:24]=[CH:23][C:22]([O:25][CH2:26][CH2:27][CH2:28][C:29]([OH:31])=[O:30])=[CH:21][CH:20]=1)=[C:4]([C:12]1[CH:17]=[CH:16][C:15]([OH:18])=[CH:14][CH:13]=1)[C:5]1[CH:6]=[CH:7][C:8]([OH:11])=[CH:9][CH:10]=1)[CH3:2], predict the reactants needed to synthesize it. The reactants are: [CH2:1]([C:3]([C:19]1[CH:24]=[CH:23][C:22]([O:25][CH2:26][CH2:27][CH2:28][C:29]([O:31]CC)=[O:30])=[CH:21][CH:20]=1)=[C:4]([C:12]1[CH:17]=[CH:16][C:15]([OH:18])=[CH:14][CH:13]=1)[C:5]1[CH:10]=[CH:9][C:8]([OH:11])=[CH:7][CH:6]=1)[CH3:2].[OH-].[Na+].C1COCC1. (6) Given the product [CH2:1]([C:3]1[O:7][C:6]([NH:8][C:23]([CH:21]2[C:22]3[CH:9]=[CH:10][CH:11]=[CH:12][C:13]=3[O:14][C:15]3[C:20]2=[CH:19][CH:18]=[CH:17][CH:16]=3)=[O:24])=[N:5][CH:4]=1)[CH3:2], predict the reactants needed to synthesize it. The reactants are: [CH2:1]([C:3]1[O:7][C:6]([NH2:8])=[N:5][CH:4]=1)[CH3:2].[CH:9]1[C:22]2[CH:21]([C:23](Cl)=[O:24])[C:20]3[C:15](=[CH:16][CH:17]=[CH:18][CH:19]=3)[O:14][C:13]=2[CH:12]=[CH:11][CH:10]=1. (7) Given the product [Br:1][C:2]1[CH:7]=[CH:6][N:5]=[C:4]2[N:8]([CH3:12])[CH:9]=[C:10]([C:22]3[CH:21]=[CH:20][C:16]4[O:17][CH2:18][CH2:19][N:14]([CH3:13])[C:15]=4[CH:23]=3)[C:3]=12, predict the reactants needed to synthesize it. The reactants are: [Br:1][C:2]1[CH:7]=[CH:6][N:5]=[C:4]2[N:8]([CH3:12])[CH:9]=[C:10](I)[C:3]=12.[CH3:13][N:14]1[CH2:19][CH2:18][O:17][C:16]2[CH:20]=[CH:21][C:22](B3OC(C)(C)C(C)(C)O3)=[CH:23][C:15]1=2.C(=O)([O-])[O-].[Na+].[Na+].